Dataset: Full USPTO retrosynthesis dataset with 1.9M reactions from patents (1976-2016). Task: Predict the reactants needed to synthesize the given product. (1) The reactants are: [BH4-].[Na+].[C:3]([O:7][C:8]([N:10]1[C@@H:15]([C@@H:16]([OH:37])[C@@H:17]([N+:34]([O-])=O)[CH2:18][C:19]2[CH:24]=[C:23]([F:25])[CH:22]=[C:21]([O:26][CH2:27][C:28]3[CH:33]=[CH:32][CH:31]=[CH:30][CH:29]=3)[CH:20]=2)[CH2:14][O:13][C@@H:12]([O:38][CH2:39][C:40]([CH3:43])([CH3:42])[CH3:41])[C@@H:11]1[CH3:44])=[O:9])([CH3:6])([CH3:5])[CH3:4]. Given the product [C:3]([O:7][C:8]([N:10]1[C@@H:15]([CH:16]([OH:37])[CH:17]([NH2:34])[CH2:18][C:19]2[CH:24]=[C:23]([F:25])[CH:22]=[C:21]([O:26][CH2:27][C:28]3[CH:29]=[CH:30][CH:31]=[CH:32][CH:33]=3)[CH:20]=2)[CH2:14][O:13][C@@H:12]([O:38][CH2:39][C:40]([CH3:43])([CH3:42])[CH3:41])[C@@H:11]1[CH3:44])=[O:9])([CH3:4])([CH3:6])[CH3:5], predict the reactants needed to synthesize it. (2) Given the product [OH:25][C@@H:14]1[C@H:15]([OH:16])[C@@H:11]([CH2:10][OH:9])[O:12][C@H:13]1[N:34]1[CH:39]=[CH:38][N:37]=[C:36]([C:40]([NH2:42])=[O:41])[C:35]1=[O:43], predict the reactants needed to synthesize it. The reactants are: C([O:9][CH2:10][C@@H:11]1[C@@H:15]([O:16]C(=O)C2C=CC=CC=2)[C@@H:14]([O:25]C(=O)C2C=CC=CC=2)[C@H:13]([N:34]2[CH:39]=[CH:38][N:37]=[C:36]([C:40]([NH2:42])=[O:41])[C:35]2=[O:43])[O:12]1)(=O)C1C=CC=CC=1.N. (3) Given the product [N+:1]([C:4]1[CH:5]=[CH:6][C:7]([O:10][C:11]2[CH:20]=[CH:19][C:18]3[O:17][CH:16]([C:21]4[CH:26]=[CH:25][CH:24]=[CH:23][CH:22]=4)[CH2:15][S:37][C:13]=3[CH:12]=2)=[N:8][CH:9]=1)([O-:3])=[O:2], predict the reactants needed to synthesize it. The reactants are: [N+:1]([C:4]1[CH:5]=[CH:6][C:7]([O:10][C:11]2[CH:12]=[C:13]3[C:18](=[CH:19][CH:20]=2)[O:17][CH:16]([C:21]2[CH:26]=[CH:25][CH:24]=[CH:23][CH:22]=2)[CH2:15]C3)=[N:8][CH:9]=1)([O-:3])=[O:2].C1(C2C[S:37]C3C=C(O)C=CC=3O2)C=CC=CC=1. (4) Given the product [NH2:8][C:9]1[C:14]2[N:15]=[C:16]([CH2:38][CH2:39][CH3:40])[N:17]([CH2:18][CH2:19][CH2:20][CH2:21][N:22]([OH:30])[C:23]([NH:56][C:50]3[CH:55]=[CH:54][CH:53]=[CH:52][CH:51]=3)=[O:29])[C:13]=2[C:12]([CH3:41])=[C:11]([CH3:42])[N:10]=1, predict the reactants needed to synthesize it. The reactants are: Cl.O1CCOCC1.[NH2:8][C:9]1[C:14]2[N:15]=[C:16]([CH2:38][CH2:39][CH3:40])[N:17]([CH2:18][CH2:19][CH2:20][CH2:21][N:22]([O:30]C(OC(C)(C)C)=O)[C:23](=[O:29])OC(C)(C)C)[C:13]=2[C:12]([CH3:41])=[C:11]([CH3:42])[N:10]=1.C(N(CC)CC)C.[C:50]1([N:56]=C=O)[CH:55]=[CH:54][CH:53]=[CH:52][CH:51]=1.